Dataset: Forward reaction prediction with 1.9M reactions from USPTO patents (1976-2016). Task: Predict the product of the given reaction. (1) Given the reactants [CH2:1]([N:9]1[CH2:14][CH2:13][CH:12]([N:15]([C:20]2[CH:25]=[CH:24][CH:23]=[CH:22][CH:21]=2)[C:16](=[O:19])[CH2:17][CH3:18])[CH2:11][CH2:10]1)[CH2:2][C:3]1[CH:8]=[CH:7][CH:6]=[CH:5][CH:4]=1.O.[C:27]([OH:39])(=[O:38])[CH2:28][C:29]([CH2:34][C:35]([OH:37])=[O:36])([C:31]([OH:33])=[O:32])[OH:30], predict the reaction product. The product is: [C:27]([OH:39])(=[O:38])[CH2:28][C:29]([CH2:34][C:35]([OH:37])=[O:36])([C:31]([OH:33])=[O:32])[OH:30].[CH2:1]([N:9]1[CH2:10][CH2:11][CH:12]([N:15]([C:20]2[CH:25]=[CH:24][CH:23]=[CH:22][CH:21]=2)[C:16](=[O:19])[CH2:17][CH3:18])[CH2:13][CH2:14]1)[CH2:2][C:3]1[CH:4]=[CH:5][CH:6]=[CH:7][CH:8]=1. (2) The product is: [C:5]([OH:13])(=[O:12])[CH3:6].[O:16]([C:17]1[C:21]([CH2:22][C:23]2[CH:28]=[CH:27][C:26](/[CH:29]=[CH:30]/[CH2:31][CH2:32][N:33]3[CH2:38][CH2:37][CH2:36][C:35]4([CH2:39][CH2:40][NH:41][CH2:42][CH2:43]4)[CH2:34]3)=[CH:25][C:24]=2[CH3:44])=[C:20]([CH:45]([CH3:47])[CH3:46])[NH:19][N:18]=1)[C@@H:15]1[O:48][C@H:49]([CH2:70][OH:71])[C@@H:50]([OH:61])[C@H:51]([OH:52])[C@H:14]1[OH:13]. Given the reactants [OH-].[Na+].Cl.Cl.[C:5]([O:13][C@@H:14]1[C@@H:51]([O:52]C(=O)C2C=CC=CC=2)[C@H:50]([O:61]C(=O)C2C=CC=CC=2)[C@@H:49]([CH2:70][O:71]C(=O)C2C=CC=CC=2)[O:48][C@H:15]1[O:16][C:17]1[C:21]([CH2:22][C:23]2[CH:28]=[CH:27][C:26](/[CH:29]=[CH:30]/[CH2:31][CH2:32][N:33]3[CH2:38][CH2:37][CH2:36][C:35]4([CH2:43][CH2:42][NH:41][CH2:40][CH2:39]4)[CH2:34]3)=[CH:25][C:24]=2[CH3:44])=[C:20]([CH:45]([CH3:47])[CH3:46])[NH:19][N:18]=1)(=[O:12])[C:6]1C=CC=CC=1, predict the reaction product. (3) The product is: [CH2:2]([N:33]1[CH2:34][CH2:35][CH:30]([C:28]2[CH:27]=[CH:26][C:23]3[C:24]4[N:18]([CH:17]=[C:16]([C:15]5[N:11]([CH:8]([CH3:10])[CH3:9])[N:12]=[CH:13][N:14]=5)[N:25]=4)[CH2:19][CH2:20][O:21][C:22]=3[CH:29]=2)[CH2:31][CH2:32]1)[CH3:3]. Given the reactants F[C:2](F)(F)[C:3](O)=O.[CH:8]([N:11]1[C:15]([C:16]2[N:25]=[C:24]3[N:18]([CH2:19][CH2:20][O:21][C:22]4[CH:29]=[C:28]([CH:30]5[CH2:35][CH2:34][NH:33][CH2:32][CH2:31]5)[CH:27]=[CH:26][C:23]=43)[CH:17]=2)=[N:14][CH:13]=[N:12]1)([CH3:10])[CH3:9].C(=O)C.N1C(O[BH3-])=NN=1.[Na+].C(Cl)Cl, predict the reaction product. (4) Given the reactants [Cl:1][C:2]1[C:7]([Cl:8])=[CH:6][CH:5]=[CH:4][C:3]=1B(O)O.Br[C:13]1[CH:18]=[CH:17][C:16](/[C:19](/[CH3:26])=[CH:20]/[C:21]([O:23][CH2:24][CH3:25])=[O:22])=[CH:15][CH:14]=1, predict the reaction product. The product is: [Cl:1][C:2]1[C:7]([Cl:8])=[CH:6][CH:5]=[CH:4][C:3]=1[C:13]1[CH:18]=[CH:17][C:16](/[C:19](/[CH3:26])=[CH:20]/[C:21]([O:23][CH2:24][CH3:25])=[O:22])=[CH:15][CH:14]=1. (5) Given the reactants [Cl:1][C:2]1[CH:18]=[CH:17][C:5]2[N:6]([CH:11]3[CH2:15][CH2:14][CH:13]([OH:16])[CH2:12]3)[C:7]([CH2:9]Cl)=[N:8][C:4]=2[CH:3]=1.[CH3:19][S:20]([C:23]1[C:31]2[C:26](=[CH:27][N+:28]([O-:32])=[CH:29][CH:30]=2)[NH:25][N:24]=1)(=[O:22])=[O:21].CS(C1C2C(=CN=CC=2)NN=1)(=O)=O, predict the reaction product. The product is: [Cl:1][C:2]1[CH:18]=[CH:17][C:5]2[N:6]([CH:11]3[CH2:15][CH2:14][CH:13]([OH:16])[CH2:12]3)[C:7]([CH2:9][N:25]3[C:26]4=[CH:27][N+:28]([O-:32])=[CH:29][CH:30]=[C:31]4[C:23]([S:20]([CH3:19])(=[O:22])=[O:21])=[N:24]3)=[N:8][C:4]=2[CH:3]=1. (6) Given the reactants [I:1][C:2]1[CH:7]=[CH:6][CH:5]=[CH:4][C:3]=1[S:8]([CH3:11])(=[O:10])=[O:9].[Br:12]N1C(=O)CCC1=O, predict the reaction product. The product is: [Br:12][C:5]1[CH:6]=[CH:7][C:2]([I:1])=[C:3]([S:8]([CH3:11])(=[O:9])=[O:10])[CH:4]=1.